From a dataset of Forward reaction prediction with 1.9M reactions from USPTO patents (1976-2016). Predict the product of the given reaction. (1) Given the reactants [C:1]1([C@H:7]([N:9]2[C:13](=O)[CH2:12][O:11][C:10]2=[O:15])[CH3:8])[CH:6]=[CH:5][CH:4]=[CH:3][CH:2]=1.[BH4-].[Na+].CC(C)=O.CS(Cl)(=O)=O, predict the reaction product. The product is: [C:1]1([C@H:7]([N:9]2[CH:13]=[CH:12][O:11][C:10]2=[O:15])[CH3:8])[CH:6]=[CH:5][CH:4]=[CH:3][CH:2]=1. (2) Given the reactants [CH3:1][S:2]([CH:5]([CH3:11])[C:6]([O:8][CH2:9][CH3:10])=[O:7])(=[O:4])=[O:3].[H-].[Na+].Br[CH2:15][CH2:16][CH:17]=[CH2:18], predict the reaction product. The product is: [CH3:11][C:5]([S:2]([CH3:1])(=[O:3])=[O:4])([CH2:18][CH2:17][CH:16]=[CH2:15])[C:6]([O:8][CH2:9][CH3:10])=[O:7]. (3) The product is: [CH2:12]=[CH:7][C:1]1[CH:6]=[CH:5][CH:4]=[CH:3][CH:2]=1.[CH2:12]=[CH2:13]. Given the reactants [C:1]1([CH3:7])[CH:6]=[CH:5][CH:4]=[CH:3][CH:2]=1.Cl(O)(=O)=O.[CH2:12](O)[CH3:13], predict the reaction product. (4) The product is: [ClH:32].[F:31][C:2]([F:1])([C:20]1[C:25]([F:26])=[CH:24][C:23]([C:27]([F:28])([F:29])[F:30])=[CH:22][N:21]=1)[CH2:3][N:4]1[CH2:5][CH2:6][CH:7]([NH:10][C:11]2[C:12]3[CH:19]=[CH:18][NH:17][C:13]=3[N:14]=[CH:15][N:16]=2)[CH2:8][CH2:9]1. Given the reactants [F:1][C:2]([F:31])([C:20]1[C:25]([F:26])=[CH:24][C:23]([C:27]([F:30])([F:29])[F:28])=[CH:22][N:21]=1)[CH2:3][N:4]1[CH2:9][CH2:8][CH:7]([NH:10][C:11]2[C:12]3[CH:19]=[CH:18][NH:17][C:13]=3[N:14]=[CH:15][N:16]=2)[CH2:6][CH2:5]1.[ClH:32], predict the reaction product. (5) Given the reactants [NH2:1][C:2]1[C:7]([CH2:8][CH3:9])=[CH:6][CH:5]=[CH:4][C:3]=1[C:10]([C:12]1[CH:17]=[CH:16][CH:15]=[CH:14][CH:13]=1)=O.[OH:18][C:19]1[CH:24]=[CH:23][C:22]([C:25](=O)[CH3:26])=[CH:21][CH:20]=1.C(O)(=O)CC(CC(O)=O)(C(O)=O)O, predict the reaction product. The product is: [CH2:8]([C:7]1[CH:6]=[CH:5][CH:4]=[C:3]2[C:2]=1[N:1]=[C:25]([C:22]1[CH:23]=[CH:24][C:19]([OH:18])=[CH:20][CH:21]=1)[CH:26]=[C:10]2[C:12]1[CH:17]=[CH:16][CH:15]=[CH:14][CH:13]=1)[CH3:9]. (6) Given the reactants [OH:1][C@@H:2]([CH2:18][N:19]1[CH2:24][CH2:23][O:22][CH2:21][CH2:20]1)[CH2:3][N:4]1[CH2:10][CH2:9][CH2:8][C:7]2[NH:11][C:12]([CH:15]=O)=[C:13]([CH3:14])[C:6]=2[C:5]1=[O:17].[Br:25][C:26]1[CH:27]=[C:28]([F:36])[CH:29]=[C:30]2[C:34]=1[NH:33][C:32](=[O:35])[CH2:31]2.N1CCCCC1, predict the reaction product. The product is: [Br:25][C:26]1[CH:27]=[C:28]([F:36])[CH:29]=[C:30]2[C:34]=1[NH:33][C:32](=[O:35])/[C:31]/2=[CH:15]\[C:12]1[NH:11][C:7]2[CH2:8][CH2:9][CH2:10][N:4]([CH2:3][C@@H:2]([OH:1])[CH2:18][N:19]3[CH2:24][CH2:23][O:22][CH2:21][CH2:20]3)[C:5](=[O:17])[C:6]=2[C:13]=1[CH3:14].